Dataset: Full USPTO retrosynthesis dataset with 1.9M reactions from patents (1976-2016). Task: Predict the reactants needed to synthesize the given product. (1) The reactants are: [Cl:1][C:2]1[CH:3]=[C:4]([C:12]2[O:16][N:15]=[C:14]([C:17]3[C:18]([F:33])=[CH:19][CH:20]=[C:21]4[C:25]=3[NH:24][CH:23]=[C:22]4[CH2:26][CH2:27][C:28]([O:30][CH2:31][CH3:32])=[O:29])[N:13]=2)[CH:5]=[N:6][C:7]=1[O:8][CH:9]([CH3:11])[CH3:10].[OH-].[K+].[CH3:36]I.[NH4+].[Cl-]. Given the product [Cl:1][C:2]1[CH:3]=[C:4]([C:12]2[O:16][N:15]=[C:14]([C:17]3[C:18]([F:33])=[CH:19][CH:20]=[C:21]4[C:25]=3[N:24]([CH3:36])[CH:23]=[C:22]4[CH2:26][CH2:27][C:28]([O:30][CH2:31][CH3:32])=[O:29])[N:13]=2)[CH:5]=[N:6][C:7]=1[O:8][CH:9]([CH3:11])[CH3:10], predict the reactants needed to synthesize it. (2) Given the product [C:24]([O:28][C:29]([NH:31][CH2:32][CH2:33][C:34]([NH:6][C:7]1[CH:11]=[N:10][N:9]2[CH2:12][CH2:13][NH:14][C:8]=12)=[O:35])=[O:30])([CH3:27])([CH3:26])[CH3:25], predict the reactants needed to synthesize it. The reactants are: S(=O)(=O)(O)O.[NH2:6][C:7]1[CH:11]=[N:10][N:9]2[CH2:12][CH2:13][NH:14][C:8]=12.C(N(C(C)C)C(C)C)C.[C:24]([O:28][C:29]([NH:31][CH2:32][CH2:33][C:34](ON1C(=O)CCC1=O)=[O:35])=[O:30])([CH3:27])([CH3:26])[CH3:25]. (3) Given the product [F:35][C:7]1[CH:6]=[C:11]([O:12][C@H:13]2[CH2:17][CH2:16][CH2:15][C@@H:14]2[C:18]2[N:22]([CH3:23])[N:21]=[CH:20][CH:19]=2)[C:10]([F:24])=[CH:9][C:8]=1[S:25]([NH:28][C:29]1[CH:34]=[CH:33][N:32]=[CH:31][N:30]=1)(=[O:26])=[O:27], predict the reactants needed to synthesize it. The reactants are: COC1C=C(OC)C=CC=1C[C:6]1[C:7]([F:35])=[C:8]([S:25]([NH:28][C:29]2[CH:34]=[CH:33][N:32]=[CH:31][N:30]=2)(=[O:27])=[O:26])[CH:9]=[C:10]([F:24])[C:11]=1[O:12][C@H:13]1[CH2:17][CH2:16][CH2:15][C@@H:14]1[C:18]1[N:22]([CH3:23])[N:21]=[CH:20][CH:19]=1.C([SiH](CC)CC)C.FC(F)(F)C(O)=O. (4) Given the product [NH2:1][C@:2]1([CH2:30][OH:31])[CH2:6][CH2:5][C@@H:4]([C:7]2[CH:12]=[CH:11][C:10]([O:13][CH2:14][CH2:15][C:16]3[CH:17]=[CH:18][C:19]([OH:22])=[CH:20][CH:21]=3)=[CH:9][CH:8]=2)[CH2:3]1, predict the reactants needed to synthesize it. The reactants are: [NH2:1][C@:2]1([CH2:30][OH:31])[CH2:6][CH2:5][C@@H:4]([C:7]2[CH:12]=[CH:11][C:10]([O:13][CH2:14][CH2:15][C:16]3[CH:21]=[CH:20][C:19]([O:22]CC4C=CC=CC=4)=[CH:18][CH:17]=3)=[CH:9][CH:8]=2)[CH2:3]1. (5) The reactants are: N(OCCC(C)C)=O.N[C:10]1[C:20]([O:21][CH2:22][CH3:23])=[CH:19][C:13]([C:14]([O:16][CH2:17][CH3:18])=[O:15])=[CH:12][C:11]=1[Cl:24].[I:25]CI. Given the product [Cl:24][C:11]1[CH:12]=[C:13]([CH:19]=[C:20]([O:21][CH2:22][CH3:23])[C:10]=1[I:25])[C:14]([O:16][CH2:17][CH3:18])=[O:15], predict the reactants needed to synthesize it.